This data is from Peptide-MHC class I binding affinity with 185,985 pairs from IEDB/IMGT. The task is: Regression. Given a peptide amino acid sequence and an MHC pseudo amino acid sequence, predict their binding affinity value. This is MHC class I binding data. (1) The peptide sequence is GEGPGINPI. The binding affinity (normalized) is 0.213. The MHC is HLA-A01:01 with pseudo-sequence HLA-A01:01. (2) The peptide sequence is RGRKPIFRK. The MHC is HLA-A02:12 with pseudo-sequence HLA-A02:12. The binding affinity (normalized) is 0.0847.